Dataset: Reaction yield outcomes from USPTO patents with 853,638 reactions. Task: Predict the reaction yield, written as a fraction of the theoretical maximum amount of product (1.0 means a 100% yield; for example, 0.34 means a 34% yield). (1) The reactants are Br[CH2:2][C:3]1[N:8]=[C:7]([C:9]#[N:10])[CH:6]=[CH:5][C:4]=1[CH:11]1[CH2:13][CH2:12]1.[F:14][C:15]1[CH:24]=[CH:23][C:18](CB(O)O)=[CH:17][CH:16]=1.C([O-])([O-])=O.[Cs+].[Cs+]. The yield is 0.750. The catalyst is O1CCOCC1. The product is [CH:11]1([C:4]2[CH:5]=[CH:6][C:7]([C:9]#[N:10])=[N:8][C:3]=2[CH2:2][C:18]2[CH:23]=[CH:24][C:15]([F:14])=[CH:16][CH:17]=2)[CH2:13][CH2:12]1. (2) The yield is 0.630. The catalyst is O. The reactants are [Cl:1][C:2]1[CH:3]=[C:4]([C:8]2[NH:9][C:10](=[O:13])[O:11][CH:12]=2)[CH:5]=[CH:6][CH:7]=1.C(#N)C.S(=O)(=O)(O)O.[C:22]([O:26][CH3:27])(=[O:25])[CH:23]=[CH2:24]. The product is [Cl:1][C:2]1[CH:3]=[C:4]([C:8]2[NH:9][C:10](=[O:13])[O:11][C:12]=2[CH2:24][CH2:23][C:22]([O:26][CH3:27])=[O:25])[CH:5]=[CH:6][CH:7]=1. (3) The reactants are Br[CH2:2][CH2:3][CH:4]1[O:8][CH2:7][CH2:6][O:5]1.[Cl:9][C:10]1[CH:29]=[CH:28][C:13]([NH:14][C:15]2[C:24]3[C:19](=[CH:20][C:21]([OH:27])=[C:22]([O:25][CH3:26])[CH:23]=3)[N:18]=[CH:17][N:16]=2)=[C:12]([F:30])[CH:11]=1.C(=O)([O-])[O-].[K+].[K+]. The catalyst is CN(C=O)C. The product is [Cl:9][C:10]1[CH:29]=[CH:28][C:13]([NH:14][C:15]2[C:24]3[C:19](=[CH:20][C:21]([O:27][CH2:2][CH2:3][CH:4]4[O:8][CH2:7][CH2:6][O:5]4)=[C:22]([O:25][CH3:26])[CH:23]=3)[N:18]=[CH:17][N:16]=2)=[C:12]([F:30])[CH:11]=1. The yield is 0.170. (4) The reactants are [CH:1]([C:3]1[NH:7][C:6]([CH3:8])=[C:5]([C:9]([OH:11])=O)[C:4]=1[CH3:12])=[O:2].[CH2:13]([N:15]([CH2:18][CH2:19][CH2:20][NH2:21])[CH2:16][CH3:17])[CH3:14]. No catalyst specified. The product is [CH2:13]([N:15]([CH2:16][CH3:17])[CH2:18][CH2:19][CH2:20][NH:21][C:9]([C:5]1[C:4]([CH3:12])=[C:3]([CH:1]=[O:2])[NH:7][C:6]=1[CH3:8])=[O:11])[CH3:14]. The yield is 0.640. (5) The reactants are [CH3:1][O:2][C:3]1[CH:9]=[CH:8][C:7]([N+:10]([O-:12])=[O:11])=[CH:6][C:4]=1[NH2:5].C(N(CC)CC)C.[C:20](Cl)(=[O:23])[CH2:21][CH3:22]. The catalyst is ClCCl. The product is [CH3:1][O:2][C:3]1[CH:9]=[CH:8][C:7]([N+:10]([O-:12])=[O:11])=[CH:6][C:4]=1[NH:5][C:20](=[O:23])[CH2:21][CH3:22]. The yield is 0.980.